This data is from Reaction yield outcomes from USPTO patents with 853,638 reactions. The task is: Predict the reaction yield, written as a fraction of the theoretical maximum amount of product (1.0 means a 100% yield; for example, 0.34 means a 34% yield). (1) The reactants are C([Si](C)(C)[O:6][CH2:7][CH2:8][N:9]([CH2:36][CH3:37])[CH2:10][CH2:11][CH2:12][CH2:13][O:14][C:15]1[CH:35]=[CH:34][C:18]2[C:19]([C:22]3[CH:27]=[CH:26][C:25]([C:28]#[C:29][CH2:30][N:31]([CH3:33])[CH3:32])=[CH:24][CH:23]=3)=[N:20][S:21][C:17]=2[CH:16]=1)(C)(C)C.[N+](CCCC)(CCCC)(CCCC)CCCC.[F-]. The catalyst is C1COCC1. The product is [CH3:33][N:31]([CH3:32])[CH2:30][C:29]#[C:28][C:25]1[CH:26]=[CH:27][C:22]([C:19]2[C:18]3[CH:34]=[CH:35][C:15]([O:14][CH2:13][CH2:12][CH2:11][CH2:10][N:9]([CH2:36][CH3:37])[CH2:8][CH2:7][OH:6])=[CH:16][C:17]=3[S:21][N:20]=2)=[CH:23][CH:24]=1. The yield is 0.660. (2) The reactants are B(O[O-])=O.O.[Na+].[K+].[Br-:8].[C:9]([C:11]1[CH:16]=[CH:15][C:14]([NH:17][C@H:18]2[CH2:22][CH2:21][C@@H:20]([C:23]([O:25][CH2:26][CH3:27])=[O:24])[CH2:19]2)=[CH:13][CH:12]=1)#[N:10]. The catalyst is C(O)(=O)C.[NH4+].[NH4+].O.O.O.O.[O-][Mo]([O-])(=O)=O. The product is [Br:8][C:13]1[CH:12]=[C:11]([C:9]#[N:10])[CH:16]=[CH:15][C:14]=1[NH:17][C@H:18]1[CH2:22][CH2:21][C@@H:20]([C:23]([O:25][CH2:26][CH3:27])=[O:24])[CH2:19]1. The yield is 0.980. (3) The catalyst is CC(C)=O. The reactants are Cl[CH2:2][CH2:3][C@@H:4]([O:11][C:12]1[C:20]2[S:19][C:18]([C:21]#[N:22])=[CH:17][C:16]=2[CH:15]=[CH:14][CH:13]=1)[C:5]1[CH:10]=[CH:9][CH:8]=[CH:7][CH:6]=1.[I-:23].[Na+].O. The yield is 1.00. The product is [I:23][CH2:2][CH2:3][C@@H:4]([O:11][C:12]1[C:20]2[S:19][C:18]([C:21]#[N:22])=[CH:17][C:16]=2[CH:15]=[CH:14][CH:13]=1)[C:5]1[CH:10]=[CH:9][CH:8]=[CH:7][CH:6]=1. (4) The reactants are C([O-])(=O)C.[CH2:5]([O:7][C:8]1[CH:9]=[C:10]([C:17]2[CH:22]=[CH:21][N+:20]([CH2:23][CH2:24][CH3:25])=[CH:19][CH:18]=2)[CH:11]=[CH:12][C:13]=1[N+:14]([O-:16])=[O:15])[CH3:6].[BH4-].[Na+]. The catalyst is CO.CCOC(C)=O. The product is [CH2:5]([O:7][C:8]1[CH:9]=[C:10]([C:17]2[CH2:22][CH2:21][N:20]([CH2:23][CH2:24][CH3:25])[CH2:19][CH:18]=2)[CH:11]=[CH:12][C:13]=1[N+:14]([O-:16])=[O:15])[CH3:6]. The yield is 0.760. (5) The reactants are [CH3:1][C:2]1([CH3:28])[CH2:7][C:6](=[O:8])[N:5]([CH2:9][CH2:10][C:11]2[CH:16]=[CH:15][C:14]([O:17][C:18]([N:20]3[CH2:25][CH2:24][CH:23]([OH:26])[CH2:22][CH2:21]3)=[O:19])=[CH:13][CH:12]=2)[C:4](=[O:27])[CH2:3]1.[CH2:29]([O:32][C:33](=[O:41])[C:34]1[CH:39]=[CH:38][C:37](O)=[CH:36][CH:35]=1)[CH:30]=[CH2:31].C1(P(C2C=CC=CC=2)C2C=CC=CC=2)C=CC=CC=1.CCOC(/N=N/C(OCC)=O)=O.C(P(CCCC)CCCC)CCC.C1CCN(C(N=NC(N2CCCCC2)=O)=O)CC1. No catalyst specified. The product is [CH3:1][C:2]1([CH3:28])[CH2:7][C:6](=[O:8])[N:5]([CH2:9][CH2:10][C:11]2[CH:12]=[CH:13][C:14]([O:17][C:18]([N:20]3[CH2:21][CH2:22][CH:23]([O:26][C:37]4[CH:38]=[CH:39][C:34]([C:33]([O:32][CH2:29][CH:30]=[CH2:31])=[O:41])=[CH:35][CH:36]=4)[CH2:24][CH2:25]3)=[O:19])=[CH:15][CH:16]=2)[C:4](=[O:27])[CH2:3]1. The yield is 0.470.